From a dataset of Cav3 T-type calcium channel HTS with 100,875 compounds. Binary Classification. Given a drug SMILES string, predict its activity (active/inactive) in a high-throughput screening assay against a specified biological target. (1) The compound is Clc1nc(N2CCC(N)CC2)ccc1. The result is 0 (inactive). (2) The molecule is n12c(NCCCn3ccnc3)cc(c(c1nc1c2cccc1)C#N)C. The result is 0 (inactive). (3) The drug is Clc1ccc(C(=O)NNC(OC(C)(C)C)=O)cc1. The result is 0 (inactive). (4) The molecule is O=c1nc(N2CCCC2)[nH]c(Nc2ccccc2)n1. The result is 0 (inactive).